This data is from Full USPTO retrosynthesis dataset with 1.9M reactions from patents (1976-2016). The task is: Predict the reactants needed to synthesize the given product. (1) Given the product [Cl:1][C:2]1[C:11]2[C:6](=[CH:7][C:8]([CH2:12][OH:13])=[CH:9][CH:10]=2)[CH:5]=[C:4]([Cl:14])[N:3]=1, predict the reactants needed to synthesize it. The reactants are: [Cl:1][C:2]1[C:11]2[C:6](=[CH:7][C:8]([CH:12]=[O:13])=[CH:9][CH:10]=2)[CH:5]=[C:4]([Cl:14])[N:3]=1.[BH4-].[Na+]. (2) Given the product [BrH:13].[CH3:1][NH:2][CH2:3][CH2:4][C:5]1[CH:10]=[CH:9][CH:8]=[CH:7][C:6]=1[OH:11], predict the reactants needed to synthesize it. The reactants are: [CH3:1][NH:2][CH2:3][CH2:4][C:5]1[CH:10]=[CH:9][CH:8]=[CH:7][C:6]=1[O:11]C.[BrH:13]. (3) Given the product [C:42]([C:40]1[N:41]=[C:37]([CH2:36][N:33]2[N:32]=[C:31]([NH:30][C:9]([C:7]3[N:8]=[C:4]([CH3:3])[O:5][C:6]=3[C:12]3[CH:13]=[C:14]([CH3:18])[CH:15]=[CH:16][CH:17]=3)=[O:11])[CH:35]=[N:34]2)[O:38][CH:39]=1)(=[O:44])[CH3:43], predict the reactants needed to synthesize it. The reactants are: N#N.[CH3:3][C:4]1[O:5][C:6]([C:12]2[CH:13]=[C:14]([CH3:18])[CH:15]=[CH:16][CH:17]=2)=[C:7]([C:9]([OH:11])=O)[N:8]=1.CN(C=O)C.C(Cl)(=O)C(Cl)=O.[NH2:30][C:31]1[CH:35]=[N:34][N:33]([CH2:36][C:37]2[O:38][CH:39]=[C:40]([C:42](=[O:44])[CH3:43])[N:41]=2)[N:32]=1.CCN(C(C)C)C(C)C. (4) Given the product [Cl:11][C:8]1[CH:9]=[CH:10][C:5]([C:3]([C:2]2[N:18]3[N:19]=[C:14]([Cl:13])[CH:15]=[CH:16][C:17]3=[N:20][C:21]=2[CH3:22])=[O:4])=[C:6]([F:12])[CH:7]=1, predict the reactants needed to synthesize it. The reactants are: Cl[CH2:2][C:3]([C:5]1[CH:10]=[CH:9][C:8]([Cl:11])=[CH:7][C:6]=1[F:12])=[O:4].[Cl:13][C:14]1[N:19]=[N:18][C:17](/[N:20]=[C:21](/N(C)C)\[CH3:22])=[CH:16][CH:15]=1.O. (5) Given the product [CH3:5][O:4][CH2:3][CH2:2][O:12][C:13]1[CH:14]=[CH:15][C:16]([S:19][C:20]2[C:21]([C:33]([NH:35][C:36]3[S:40][N:39]=[C:38]([CH3:41])[N:37]=3)=[O:34])=[N:22][C:23]([S:26][C:27]3[N:31]([CH3:32])[CH:30]=[N:29][N:28]=3)=[CH:24][CH:25]=2)=[CH:17][CH:18]=1, predict the reactants needed to synthesize it. The reactants are: Br[CH2:2][CH2:3][O:4][CH3:5].C(=O)([O-])[O-].[Cs+].[Cs+].[OH:12][C:13]1[CH:18]=[CH:17][C:16]([S:19][C:20]2[C:21]([C:33]([NH:35][C:36]3[S:40][N:39]=[C:38]([CH3:41])[N:37]=3)=[O:34])=[N:22][C:23]([S:26][C:27]3[N:31]([CH3:32])[CH:30]=[N:29][N:28]=3)=[CH:24][CH:25]=2)=[CH:15][CH:14]=1.[Cl-].[NH4+].